From a dataset of KCNQ2 potassium channel screen with 302,405 compounds. Binary Classification. Given a drug SMILES string, predict its activity (active/inactive) in a high-throughput screening assay against a specified biological target. (1) The drug is S(CC(=O)N(CC)CC)c1nc(c2ccccc2)ccc1C#N. The result is 0 (inactive). (2) The compound is Fc1c(CN2CC(CCC2)CN(CCN(C)C)C(=O)c2cc(c(cc2)C)C)cccc1. The result is 0 (inactive).